Dataset: Full USPTO retrosynthesis dataset with 1.9M reactions from patents (1976-2016). Task: Predict the reactants needed to synthesize the given product. (1) Given the product [Cl:1][C:2]1[CH:7]=[CH:6][C:5]([C:8]2[C:14]3[CH:15]=[C:16]([O:19][CH3:20])[CH:17]=[CH:18][C:13]=3[N:12]3[C:21]([CH3:24])=[N:22][N:23]=[C:11]3[C@H:10]([CH2:25][C:26]([NH:51][CH2:52][C:53]3[CH:54]=[CH:55][C:56]([B:59]([OH:61])[OH:60])=[CH:57][CH:58]=3)=[O:28])[N:9]=2)=[CH:4][CH:3]=1, predict the reactants needed to synthesize it. The reactants are: [Cl:1][C:2]1[CH:7]=[CH:6][C:5]([C:8]2[C:14]3[CH:15]=[C:16]([O:19][CH3:20])[CH:17]=[CH:18][C:13]=3[N:12]3[C:21]([CH3:24])=[N:22][N:23]=[C:11]3[C@H:10]([CH2:25][C:26]([OH:28])=O)[N:9]=2)=[CH:4][CH:3]=1.CCN=C=NCCCN(C)C.C1C=CC2N(O)N=NC=2C=1.Cl.[NH2:51][CH2:52][C:53]1[CH:58]=[CH:57][C:56]([B:59]([OH:61])[OH:60])=[CH:55][CH:54]=1. (2) Given the product [Cl:19][C:20]1[CH:21]=[C:22]([CH:27]=[CH:28][C:29]=1[Cl:30])[C:23]([NH:25][NH:26][C:12](=[O:14])[C@H:11]([NH:10][C:4]1[CH:5]=[CH:6][C:7]([C:8]#[N:9])=[C:2]([Cl:1])[C:3]=1[CH3:18])[C@H:15]([OH:17])[CH3:16])=[O:24], predict the reactants needed to synthesize it. The reactants are: [Cl:1][C:2]1[C:3]([CH3:18])=[C:4]([NH:10][C@H:11]([C@H:15]([OH:17])[CH3:16])[C:12]([OH:14])=O)[CH:5]=[CH:6][C:7]=1[C:8]#[N:9].[Cl:19][C:20]1[CH:21]=[C:22]([CH:27]=[CH:28][C:29]=1[Cl:30])[C:23]([NH:25][NH2:26])=[O:24].ClC1C(CC)=C(N[C@H]([C@@H](O)C)C(NNC(=O)C2C=CC=CC=2)=O)C=CC=1C#N. (3) The reactants are: Cl[CH2:2][C:3]([NH:5][C:6]1[CH:26]=[CH:25][C:9]2[N:10]=[C:11]([NH:14][CH:15]3[C:19]4[CH:20]=[CH:21][C:22]([F:24])=[CH:23][C:18]=4[O:17][CH2:16]3)[O:12][CH2:13][C:8]=2[CH:7]=1)=[O:4].[CH3:27][N:28]1[CH2:33][CH2:32][NH:31][CH2:30][CH2:29]1. Given the product [F:24][C:22]1[CH:21]=[CH:20][C:19]2[CH:15]([NH:14][C:11]3[O:12][CH2:13][C:8]4[CH:7]=[C:6]([NH:5][C:3](=[O:4])[CH2:2][N:31]5[CH2:32][CH2:33][N:28]([CH3:27])[CH2:29][CH2:30]5)[CH:26]=[CH:25][C:9]=4[N:10]=3)[CH2:16][O:17][C:18]=2[CH:23]=1, predict the reactants needed to synthesize it. (4) Given the product [CH3:1][O:2][C:3]1[CH:8]=[CH:7][C:6]([CH:9]2[CH2:14][N:13]([C:20]([O:22][C:23]([CH3:26])([CH3:25])[CH3:24])=[O:21])[CH2:12][CH:11]([C:15]([O:17][CH2:18][CH3:19])=[O:16])[CH2:10]2)=[CH:5][CH:4]=1, predict the reactants needed to synthesize it. The reactants are: [CH3:1][O:2][C:3]1[CH:8]=[CH:7][C:6]([CH:9]2[CH2:14][NH:13][CH2:12][CH:11]([C:15]([O:17][CH2:18][CH3:19])=[O:16])[CH2:10]2)=[CH:5][CH:4]=1.[C:20](O[C:20]([O:22][C:23]([CH3:26])([CH3:25])[CH3:24])=[O:21])([O:22][C:23]([CH3:26])([CH3:25])[CH3:24])=[O:21].